The task is: Predict the product of the given reaction.. This data is from Forward reaction prediction with 1.9M reactions from USPTO patents (1976-2016). Given the reactants [Cl:1][C:2]1[CH:3]=[CH:4][C:5]2[N:11]3[C:12]([C:15]#[N:16])=[CH:13][CH:14]=[C:10]3[C@@H:9]([CH2:17][CH2:18][N:19]3[N:23]=[N:22][C:21]([CH2:24][C:25]([O:27]CC)=[O:26])=[N:20]3)[O:8][C@H:7]([C:30]3[CH:35]=[CH:34][CH:33]=[C:32]([O:36][CH3:37])[C:31]=3[O:38][CH3:39])[C:6]=2[CH:40]=1.[OH-].[Na+], predict the reaction product. The product is: [Cl:1][C:2]1[CH:3]=[CH:4][C:5]2[N:11]3[C:12]([C:15]#[N:16])=[CH:13][CH:14]=[C:10]3[C@@H:9]([CH2:17][CH2:18][N:19]3[N:23]=[N:22][C:21]([CH2:24][C:25]([OH:27])=[O:26])=[N:20]3)[O:8][C@H:7]([C:30]3[CH:35]=[CH:34][CH:33]=[C:32]([O:36][CH3:37])[C:31]=3[O:38][CH3:39])[C:6]=2[CH:40]=1.